Dataset: Catalyst prediction with 721,799 reactions and 888 catalyst types from USPTO. Task: Predict which catalyst facilitates the given reaction. (1) Reactant: Cl.Cl[CH2:3][C:4]1[CH:9]=[C:8]([CH3:10])[N:7]=[C:6]([CH3:11])[CH:5]=1.[CH3:12][S:13]([C:16]1[CH:21]=[CH:20][C:19]([OH:22])=[CH:18][CH:17]=1)(=[O:15])=[O:14].[OH-].[Na+]. Product: [CH3:12][S:13]([C:16]1[CH:21]=[CH:20][C:19]([O:22][CH2:3][C:4]2[CH:9]=[C:8]([CH3:10])[N:7]=[C:6]([CH3:11])[CH:5]=2)=[CH:18][CH:17]=1)(=[O:14])=[O:15]. The catalyst class is: 8. (2) Reactant: [NH3:1].[Cl:2][C:3]1[CH:8]=[CH:7][C:6]([CH:9]([NH:15][C:16](=[O:22])[O:17][C:18]([CH3:21])([CH3:20])[CH3:19])[CH2:10][S:11](Cl)(=[O:13])=[O:12])=[CH:5][CH:4]=1. Product: [Cl:2][C:3]1[CH:8]=[CH:7][C:6]([CH:9]([NH:15][C:16](=[O:22])[O:17][C:18]([CH3:21])([CH3:20])[CH3:19])[CH2:10][S:11](=[O:13])(=[O:12])[NH2:1])=[CH:5][CH:4]=1. The catalyst class is: 10. (3) Reactant: [CH3:1][C:2]([O:5][C:6]([NH:8][C:9]([CH3:14])([C:11]([OH:13])=O)[CH3:10])=[O:7])([CH3:4])[CH3:3].C(N(C(C)C)C(C)C)C.F[P-](F)(F)(F)(F)F.CN(C(ON1C2=NC=CC=C2N=N1)=[N+](C)C)C.[CH3:48][C:49]1[CH:54]=[CH:53][CH:52]=[C:51]([CH3:55])[C:50]=1[O:56][C:57]1[N:62]=[CH:61][C:60]([NH2:63])=[CH:59][CH:58]=1. Product: [CH3:48][C:49]1[CH:54]=[CH:53][CH:52]=[C:51]([CH3:55])[C:50]=1[O:56][C:57]1[N:62]=[CH:61][C:60]([NH:63][C:11](=[O:13])[C:9]([NH:8][C:6](=[O:7])[O:5][C:2]([CH3:1])([CH3:3])[CH3:4])([CH3:10])[CH3:14])=[CH:59][CH:58]=1. The catalyst class is: 9. (4) Reactant: [CH2:1]([C:8]1[CH:9]=[C:10]([C:14]([C:16]2[C:17](Cl)=[N:18][CH:19]=[N:20][CH:21]=2)=[O:15])[S:11][C:12]=1[Cl:13])[C:2]1[CH:7]=[CH:6][CH:5]=[CH:4][CH:3]=1.Cl.[NH2:24][C@@H:25]1[CH2:29][C@H:28]([CH2:30][OH:31])[C@@H:27]([OH:32])[C@@H:26]1[F:33].C(N(CC)C(C)C)(C)C. Product: [CH2:1]([C:8]1[CH:9]=[C:10]([C:14]([C:16]2[C:17]([NH:24][C@@H:25]3[CH2:29][C@H:28]([CH2:30][OH:31])[C@@H:27]([OH:32])[C@@H:26]3[F:33])=[N:18][CH:19]=[N:20][CH:21]=2)=[O:15])[S:11][C:12]=1[Cl:13])[C:2]1[CH:7]=[CH:6][CH:5]=[CH:4][CH:3]=1. The catalyst class is: 41. (5) Reactant: [NH2:1][C:2]1[N:10]=[C:9]([F:11])[CH:8]=[CH:7][C:3]=1[C:4]([OH:6])=O.[F:12][C:13]([F:30])([F:29])[C:14]1[CH:19]=[CH:18][CH:17]=[CH:16][C:15]=1[O:20][C:21]1[CH:22]=[C:23]([CH:26]=[CH:27][CH:28]=1)[CH2:24][NH2:25].CN([P+](ON1N=NC2C=CC=CC1=2)(N(C)C)N(C)C)C.F[P-](F)(F)(F)(F)F.C(=O)(O)[O-].[Na+]. Product: [F:12][C:13]([F:29])([F:30])[C:14]1[CH:19]=[CH:18][CH:17]=[CH:16][C:15]=1[O:20][C:21]1[CH:22]=[C:23]([CH2:24][NH:25][C:4](=[O:6])[C:3]2[CH:7]=[CH:8][C:9]([F:11])=[N:10][C:2]=2[NH2:1])[CH:26]=[CH:27][CH:28]=1. The catalyst class is: 338. (6) Reactant: [Si](O[C:9]1[C:10](=[O:28])[N:11]([CH2:21][CH:22]([O:24][CH2:25][O:26][CH3:27])[CH3:23])[C:12]2[C:17]([N:18]=1)=[CH:16][CH:15]=[C:14]([O:19][CH3:20])[CH:13]=2)(C(C)(C)C)(C)C.[F-].C([N+](CCCC)(CCCC)CCCC)CCC.[O:47]1CCCC1. Product: [OH:47][CH2:23][CH:22]([O:24][CH2:25][O:26][CH3:27])[CH2:21][N:11]1[C:12]2[C:17](=[CH:16][CH:15]=[C:14]([O:19][CH3:20])[CH:13]=2)[N:18]=[CH:9][C:10]1=[O:28]. The catalyst class is: 4.